Dataset: Reaction yield outcomes from USPTO patents with 853,638 reactions. Task: Predict the reaction yield, written as a fraction of the theoretical maximum amount of product (1.0 means a 100% yield; for example, 0.34 means a 34% yield). (1) The reactants are [N:1]1[CH:6]=[CH:5][CH:4]=[C:3]([C:7]2[N:16]=[C:10]3[CH:11]=[CH:12][C:13]([NH2:15])=[CH:14][N:9]3[N:8]=2)[CH:2]=1.[CH2:17]([O:19][C:20]([C:22]1[CH:23]=[N:24][N:25]([CH3:30])[C:26]=1[C:27](O)=[O:28])=[O:21])[CH3:18].CCCP(=O)=O.C(OCC)(=O)C.C(N(CC)C(C)C)(C)C. The catalyst is O1CCCC1. The product is [CH2:17]([O:19][C:20]([C:22]1[CH:23]=[N:24][N:25]([CH3:30])[C:26]=1[C:27](=[O:28])[NH:15][C:13]1[CH:12]=[CH:11][C:10]2[N:9]([N:8]=[C:7]([C:3]3[CH:2]=[N:1][CH:6]=[CH:5][CH:4]=3)[N:16]=2)[CH:14]=1)=[O:21])[CH3:18]. The yield is 0.930. (2) The reactants are [C:1]([C:4]1[CH:5]([C:20]2[CH:25]=[CH:24][C:23]([Cl:26])=[CH:22][CH:21]=2)[N:6]([C:11]2[CH:12]=[C:13]([Cl:19])[C:14](=[O:18])[N:15]([CH3:17])[CH:16]=2)[C:7](=[O:10])[C:8]=1O)(=O)[CH3:2].[CH3:27][NH:28][NH2:29]. The catalyst is CC(O)=O.CCOCC.C(Cl)Cl. The product is [Cl:19][C:13]1[C:14](=[O:18])[N:15]([CH3:17])[CH:16]=[C:11]([N:6]2[CH:5]([C:20]3[CH:25]=[CH:24][C:23]([Cl:26])=[CH:22][CH:21]=3)[C:4]3[C:1]([CH3:2])=[N:29][N:28]([CH3:27])[C:8]=3[C:7]2=[O:10])[CH:12]=1. The yield is 0.200. (3) The catalyst is N1C=CC=CC=1.CCOC(C)=O. The product is [CH3:24][N:8]([C:9]1[CH:14]=[CH:13][C:12]([B:15]2[O:16][C:17]([CH3:23])([CH3:22])[C:18]([CH3:21])([CH3:20])[O:19]2)=[CH:11][CH:10]=1)[C:6](=[O:7])[CH3:5]. The yield is 0.770. The reactants are C([CH2:5][C:6]([NH:8][C:9]1[CH:14]=[CH:13][C:12]([B:15]2[O:19][C:18]([CH3:21])([CH3:20])[C:17]([CH3:23])([CH3:22])[O:16]2)=[CH:11][CH:10]=1)=[O:7])(C)(C)C.[CH3:24]C(OCC1C2C(=CC=CC=2)C(COC(C)=O)=C2C=1C=CC=C2)=O. (4) The reactants are Cl[C:2]1[C:11]2[C:6](=[CH:7][C:8]([O:14][CH3:15])=[C:9]([O:12][CH3:13])[CH:10]=2)[N:5]=[CH:4][N:3]=1.[NH2:16][C:17]1[CH:18]=[C:19]([NH:23][C:24]([C:26]2[CH:31]=[CH:30][N:29]=[C:28]([N:32]3[CH2:37][CH2:36][O:35][CH2:34][CH2:33]3)[CH:27]=2)=[O:25])[CH:20]=[CH:21][CH:22]=1. No catalyst specified. The product is [CH3:13][O:12][C:9]1[CH:10]=[C:11]2[C:6](=[CH:7][C:8]=1[O:14][CH3:15])[N:5]=[CH:4][N:3]=[C:2]2[NH:16][C:17]1[CH:22]=[CH:21][CH:20]=[C:19]([NH:23][C:24]([C:26]2[CH:31]=[CH:30][N:29]=[C:28]([N:32]3[CH2:33][CH2:34][O:35][CH2:36][CH2:37]3)[CH:27]=2)=[O:25])[CH:18]=1. The yield is 0.330.